This data is from Full USPTO retrosynthesis dataset with 1.9M reactions from patents (1976-2016). The task is: Predict the reactants needed to synthesize the given product. The reactants are: [OH-:1].[Na+].O[C:4]1[CH:13]=[CH:12][C:11]2[C:6](=[CH:7][CH:8]=[CH:9][CH:10]=2)[C:5]=1[C:14]1[C:23]2[C:18](=[CH:19][CH:20]=[CH:21][CH:22]=2)[CH:17]=[CH:16][C:15]=1O.S([O:30][CH3:31])(OC)(=O)=O.[CH3:32]C1C=CC=CC=1. Given the product [CH3:32][O:1][C:4]1[CH:13]=[CH:12][C:11]2[C:6](=[CH:7][CH:8]=[CH:9][CH:10]=2)[C:5]=1[C:14]1[C:23]2[C:18](=[CH:19][CH:20]=[CH:21][CH:22]=2)[CH:17]=[CH:16][C:15]=1[O:30][CH3:31], predict the reactants needed to synthesize it.